Task: Predict the reaction yield, written as a fraction of the theoretical maximum amount of product (1.0 means a 100% yield; for example, 0.34 means a 34% yield).. Dataset: Reaction yield outcomes from USPTO patents with 853,638 reactions (1) The reactants are [CH3:1][C:2]1[C:10]2[C:5](=[CH:6][N:7]=[CH:8][CH:9]=2)[S:4][C:3]=1[C:11](=[O:13])[CH3:12].CO[CH:16](OC)[N:17]([CH3:19])[CH3:18]. The catalyst is CCOCC. The product is [CH3:16][N:17]([CH3:19])/[CH:18]=[CH:12]/[C:11]([C:3]1[S:4][C:5]2=[CH:6][N:7]=[CH:8][CH:9]=[C:10]2[C:2]=1[CH3:1])=[O:13]. The yield is 0.890. (2) The reactants are [CH3:1][O:2][C:3]([C:5]1[C:6]2[CH:7]=[N:8][NH:9][C:10]=2[CH:11]=[CH:12][C:13]=1[F:14])=[O:4].[Br:15]N1C(=O)CCC1=O. The catalyst is CN(C=O)C. The product is [Br:15][C:7]1[C:6]2[C:5]([C:3]([O:2][CH3:1])=[O:4])=[C:13]([F:14])[CH:12]=[CH:11][C:10]=2[NH:9][N:8]=1. The yield is 0.690. (3) The reactants are [CH3:1][S:2][C:3]1[N:7]([CH2:8][C:9]2[CH:14]=[CH:13][C:12]([C:15]3[CH:20]=[CH:19][CH:18]=[CH:17][C:16]=3[C:21]3[NH:25][N:24]=[N:23][N:22]=3)=[CH:11][CH:10]=2)[C:6]2[C:26]([C:30]([O:32]CC)=[O:31])=[CH:27][CH:28]=[CH:29][C:5]=2[N:4]=1.[OH-].[Na+].Cl. The catalyst is CO. The product is [CH3:1][S:2][C:3]1[N:7]([CH2:8][C:9]2[CH:10]=[CH:11][C:12]([C:15]3[CH:20]=[CH:19][CH:18]=[CH:17][C:16]=3[C:21]3[NH:25][N:24]=[N:23][N:22]=3)=[CH:13][CH:14]=2)[C:6]2[C:26]([C:30]([OH:32])=[O:31])=[CH:27][CH:28]=[CH:29][C:5]=2[N:4]=1. The yield is 0.810. (4) The reactants are N[C:2]1[CH:3]=[C:4]([NH:12][C:13]([C:15]2[C:24](=[O:25])[C:23]3[C:18](=[CH:19][CH:20]=[CH:21][CH:22]=3)[NH:17][CH:16]=2)=[O:14])[CH:5]=[CH:6][C:7]=1[C:8]([CH3:11])([CH3:10])[CH3:9].[C:26](O)(=O)C.C=O.[C:32]([BH3-])#[N:33].[Na+]. The catalyst is C(Cl)Cl.CO.CCOCC. The product is [CH3:26][N:33]([CH3:32])[C:2]1[CH:3]=[C:4]([NH:12][C:13]([C:15]2[C:24](=[O:25])[C:23]3[C:18](=[CH:19][CH:20]=[CH:21][CH:22]=3)[NH:17][CH:16]=2)=[O:14])[CH:5]=[CH:6][C:7]=1[C:8]([CH3:11])([CH3:10])[CH3:9]. The yield is 0.170. (5) The reactants are [F:1][C:2]([F:30])([F:29])[C:3]([NH:5][CH2:6][CH2:7][NH:8][C:9]([CH2:11][O:12][C@@H:13]1[C@H:17]([OH:18])[C@@H:16]([CH2:19][OH:20])[O:15][C@H:14]1[N:21]1[CH:28]=[CH:27][C:25](=[O:26])[NH:24][C:22]1=[O:23])=[O:10])=[O:4].N1C=CC=CC=1.[CH3:37][O:38][C:39]1[CH:58]=[CH:57][C:42]([C:43](Cl)([C:50]2[CH:55]=[CH:54][CH:53]=[CH:52][CH:51]=2)[C:44]2[CH:49]=[CH:48][CH:47]=[CH:46][CH:45]=2)=[CH:41][CH:40]=1. The catalyst is CN(C=O)C.N1C=CC=CC=1. The product is [CH3:37][O:38][C:39]1[CH:58]=[CH:57][C:42]([C:43]([O:20][CH2:19][C@H:16]2[O:15][C@@H:14]([N:21]3[CH:28]=[CH:27][C:25](=[O:26])[NH:24][C:22]3=[O:23])[C@H:13]([O:12][CH2:11][C:9](=[O:10])[NH:8][CH2:7][CH2:6][NH:5][C:3](=[O:4])[C:2]([F:29])([F:1])[F:30])[C@@H:17]2[OH:18])([C:44]2[CH:45]=[CH:46][CH:47]=[CH:48][CH:49]=2)[C:50]2[CH:55]=[CH:54][CH:53]=[CH:52][CH:51]=2)=[CH:41][CH:40]=1. The yield is 0.830. (6) The reactants are [CH3:1][C@@:2]1([CH2:5][OH:6])[CH2:4][O:3]1.C(N(CC)C(C)C)(C)C.[N+:16]([C:19]1[CH:20]=[C:21]([S:25](Cl)(=[O:27])=[O:26])[CH:22]=[CH:23][CH:24]=1)([O-:18])=[O:17]. The catalyst is C(Cl)Cl. The product is [N+:16]([C:19]1[CH:20]=[C:21]([S:25]([O:6][CH2:5][C@:2]2([CH3:1])[CH2:4][O:3]2)(=[O:27])=[O:26])[CH:22]=[CH:23][CH:24]=1)([O-:18])=[O:17]. The yield is 0.434. (7) The reactants are Br[C:2]1[CH:3]=[C:4]([F:9])[CH:5]=[C:6]([CH3:8])[CH:7]=1.C([Li])CCC.CN([CH:18]=[O:19])C. The catalyst is C1COCC1. The product is [F:9][C:4]1[CH:3]=[CH:2][C:7]([CH:18]=[O:19])=[C:6]([CH3:8])[CH:5]=1. The yield is 0.411.